From a dataset of Full USPTO retrosynthesis dataset with 1.9M reactions from patents (1976-2016). Predict the reactants needed to synthesize the given product. (1) Given the product [CH2:9]([O:8][C:6]1[CH:5]=[CH:4][C:3]2[NH:11][C:12]([C:14]3[C:18]([N+:19]([O-:21])=[O:20])=[CH:17][NH:16][N:15]=3)=[N:1][C:2]=2[CH:7]=1)[CH3:10], predict the reactants needed to synthesize it. The reactants are: [NH2:1][C:2]1[CH:7]=[C:6]([O:8][CH2:9][CH3:10])[CH:5]=[CH:4][C:3]=1[NH:11][C:12]([C:14]1[C:18]([N+:19]([O-:21])=[O:20])=[CH:17][NH:16][N:15]=1)=O.[N+](C1C(N2C3C=CC=CC=3N=C2)=NNC=1)([O-])=O. (2) Given the product [CH3:1][O:2][CH:3]([O:6][CH3:7])[CH2:4][NH:5][C:20]([C:19]1[N:18]=[CH:17][N:14]2[C:15](=[O:16])[N:10]([CH3:9])[N:11]=[N:12][C:13]=12)=[NH:21], predict the reactants needed to synthesize it. The reactants are: [CH3:1][O:2][CH:3]([O:6][CH3:7])[CH2:4][NH2:5].I.[CH3:9][N:10]1[C:15](=[O:16])[N:14]2[CH:17]=[N:18][C:19]([C:20](SC)=[NH:21])=[C:13]2[N:12]=[N:11]1.